Task: Predict the reactants needed to synthesize the given product.. Dataset: Full USPTO retrosynthesis dataset with 1.9M reactions from patents (1976-2016) (1) Given the product [ClH:36].[CH3:1][O:2][C:3](=[O:35])[C@@H:4]([NH:14][C:15]([C:17]1[S:18][C:19]([C:24](=[O:34])[NH:25][CH2:26][C:27]2[CH:32]=[CH:31][CH:30]=[C:29]([OH:33])[CH:28]=2)=[CH:20][C:21]=1[C:22]#[N:23])=[O:16])[CH2:5][NH2:6], predict the reactants needed to synthesize it. The reactants are: [CH3:1][O:2][C:3](=[O:35])[C@@H:4]([NH:14][C:15]([C:17]1[S:18][C:19]([C:24](=[O:34])[NH:25][CH2:26][C:27]2[CH:32]=[CH:31][CH:30]=[C:29]([OH:33])[CH:28]=2)=[CH:20][C:21]=1[C:22]#[N:23])=[O:16])[CH2:5][NH:6]C(OC(C)(C)C)=O.[ClH:36]. (2) Given the product [Cl:1][C:2]1[CH:7]=[CH:6][C:5]([C:8]2[NH:9][C:10]3[C:15]([C:16]=2[CH2:17][C:34]2[O:38][C:61](=[O:64])[NH:57][N:32]=2)=[CH:14][CH:13]=[CH:12][CH:11]=3)=[CH:4][C:3]=1[S:21]([NH:22][CH:23]1[CH2:28][CH2:27][CH2:26][CH2:25][CH2:24]1)(=[O:30])=[O:29], predict the reactants needed to synthesize it. The reactants are: [Cl:1][C:2]1[CH:7]=[CH:6][C:5]([C:8]2[NH:9][C:10]3[C:15]([C:16]=2[CH2:17]C(O)=O)=[CH:14][CH:13]=[CH:12][CH:11]=3)=[CH:4][C:3]=1[S:21](=[O:30])(=[O:29])[NH:22][CH:23]1[CH2:28][CH2:27][CH2:26][CH2:25][CH2:24]1.C[N:32]([C:34]([O:38]N1N=NC2C=CC=CC1=2)=[N+](C)C)C.F[P-](F)(F)(F)(F)F.CC[N:57]([CH:61](C)C)C(C)C.[OH2:64].NN. (3) Given the product [N+:39]1([O-:51])[C:48]2[C:43](=[CH:44][C:45]([NH2:50])=[CH:46][C:47]=2[NH2:49])[C:42]([NH2:8])=[CH:41][CH:40]=1, predict the reactants needed to synthesize it. The reactants are: COC1C=C2C(=CC=1OC)C(C)=[N:8]C=C2.COC1C([N+]([O-])=O)=C2C(=C([N+]([O-])=O)C=1OC)C(C)=NC=C2.[H][H].[N+:39]1([O-:51])[C:48]2[C:43](=[CH:44][C:45]([NH2:50])=[CH:46][C:47]=2[NH2:49])[CH:42]=[CH:41][CH:40]=1. (4) Given the product [CH3:20][C:17]1[CH:16]=[C:15]2[C:14]([CH:3]=[CH:1][NH:21]2)=[CH:19][CH:18]=1, predict the reactants needed to synthesize it. The reactants are: [C:1]([CH:3]([C:14]1[CH:19]=[CH:18][C:17]([CH3:20])=[CH:16][C:15]=1[N+:21]([O-])=O)C(OCC1C=CC=CC=1)=O)#N.O. (5) Given the product [CH3:18][N:2]([CH3:1])[CH2:3][CH2:4][CH2:5][O:6][C:7]1[CH:12]=[C:11]([NH2:13])[C:10]([NH2:14])=[CH:9][C:8]=1[F:17], predict the reactants needed to synthesize it. The reactants are: [CH3:1][N:2]([CH3:18])[CH2:3][CH2:4][CH2:5][O:6][C:7]1[C:8]([F:17])=[CH:9][C:10]([N+:14]([O-])=O)=[C:11]([NH2:13])[CH:12]=1.[H][H].